Dataset: Forward reaction prediction with 1.9M reactions from USPTO patents (1976-2016). Task: Predict the product of the given reaction. Given the reactants [F:1][C:2]([F:17])([F:16])[C:3]([NH:5][C:6]1[CH:7]=[C:8]([CH2:12][C:13]([OH:15])=O)[CH:9]=[CH:10][CH:11]=1)=[O:4].[CH2:18]([NH2:21])[C:19]#[CH:20].CN(C(ON1N=NC2C=CC=NC1=2)=[N+](C)C)C.F[P-](F)(F)(F)(F)F.CCN(C(C)C)C(C)C, predict the reaction product. The product is: [F:16][C:2]([F:1])([F:17])[C:3]([NH:5][C:6]1[CH:11]=[CH:10][CH:9]=[C:8]([CH2:12][C:13](=[O:15])[NH:21][CH2:18][C:19]#[CH:20])[CH:7]=1)=[O:4].